Task: Predict which catalyst facilitates the given reaction.. Dataset: Catalyst prediction with 721,799 reactions and 888 catalyst types from USPTO (1) Reactant: [C:1]([C:3]1[CH:4]=[C:5]([CH:8]=[CH:9][CH:10]=1)[CH:6]=O)#[N:2].[C:11]([O-:14])(=[O:13])[CH3:12].[NH4+:15].C(O)(=O)CC(O)=O. Product: [NH2:2][CH:1]([C:3]1[CH:10]=[CH:9][CH:8]=[C:5]([C:6]#[N:15])[CH:4]=1)[CH2:12][C:11]([OH:14])=[O:13]. The catalyst class is: 8. (2) Reactant: [F:1][C:2]([F:28])([F:27])[CH:3]1[CH2:8][CH2:7][C:6]([C:9]2[N:14]=[CH:13][N:12]=[C:11]([CH2:15][N:16]3C(=O)C4C(=CC=CC=4)C3=O)[CH:10]=2)=[CH:5][CH2:4]1.O.NN. Product: [F:28][C:2]([F:1])([F:27])[CH:3]1[CH2:8][CH2:7][C:6]([C:9]2[N:14]=[CH:13][N:12]=[C:11]([CH2:15][NH2:16])[CH:10]=2)=[CH:5][CH2:4]1. The catalyst class is: 5. (3) Reactant: [Cl:1][C:2]1[C:3]([F:31])=[C:4]([CH:8]2[C:12]([C:15]3[CH:20]=[CH:19][C:18]([Cl:21])=[CH:17][C:16]=3[F:22])([C:13]#[N:14])[CH:11]([CH2:23][C:24]([CH3:27])([CH3:26])[CH3:25])[NH:10][CH:9]2[C:28]([OH:30])=O)[CH:5]=[CH:6][CH:7]=1.[NH2:32][C:33]1[CH:42]=[CH:41][C:36]([O:37][CH2:38][CH2:39][OH:40])=[CH:35][CH:34]=1.CN(C(ON1N=NC2C=CC=NC1=2)=[N+](C)C)C.F[P-](F)(F)(F)(F)F.CCN(C(C)C)C(C)C. Product: [OH:40][CH2:39][CH2:38][O:37][C:36]1[CH:41]=[CH:42][C:33]([NH:32][C:28]([CH:9]2[CH:8]([C:4]3[CH:5]=[CH:6][CH:7]=[C:2]([Cl:1])[C:3]=3[F:31])[C:12]([C:15]3[CH:20]=[CH:19][C:18]([Cl:21])=[CH:17][C:16]=3[F:22])([C:13]#[N:14])[CH:11]([CH2:23][C:24]([CH3:25])([CH3:27])[CH3:26])[NH:10]2)=[O:30])=[CH:34][CH:35]=1. The catalyst class is: 2. (4) Reactant: [CH2:1]([O:3][C:4]([C:6]1[C:7](=[N:23]O)[C:8]2[C:13]([C:14]=1[C:15]1[CH:20]=[CH:19][CH:18]=[CH:17][CH:16]=1)=[CH:12][CH:11]=[C:10]([O:21][CH3:22])[CH:9]=2)=[O:5])[CH3:2]. Product: [CH2:1]([O:3][C:4]([C:6]1[CH:7]([NH2:23])[C:8]2[C:13]([C:14]=1[C:15]1[CH:20]=[CH:19][CH:18]=[CH:17][CH:16]=1)=[CH:12][CH:11]=[C:10]([O:21][CH3:22])[CH:9]=2)=[O:5])[CH3:2]. The catalyst class is: 19. (5) The catalyst class is: 4. Product: [Br:1][C:2]1[N:6]2[CH:7]=[CH:8][C:9]([CH2:11][O:12][Si:18]([C:21]([CH3:24])([CH3:23])[CH3:22])([CH3:20])[CH3:19])=[N:10][C:5]2=[N:4][CH:3]=1. Reactant: [Br:1][C:2]1[N:6]2[CH:7]=[CH:8][C:9]([CH2:11][OH:12])=[N:10][C:5]2=[N:4][CH:3]=1.N1C=CN=C1.[Si:18](Cl)([C:21]([CH3:24])([CH3:23])[CH3:22])([CH3:20])[CH3:19]. (6) Reactant: [Cl:1][C:2]1[CH:7]=[C:6]([CH3:8])[N:5]=[C:4]([O:9][C:10]2[C:15]([CH3:16])=[CH:14][C:13]([CH3:17])=[CH:12][C:11]=2[CH3:18])[C:3]=1[CH2:19]Cl.[C:21]([O:28][CH3:29])(=[O:27])[CH2:22][C:23]([O:25][CH3:26])=[O:24].[H-].[Na+]. The catalyst class is: 5. Product: [CH3:26][O:25][C:23](=[O:24])[CH:22]([CH2:19][C:3]1[C:4]([O:9][C:10]2[C:15]([CH3:16])=[CH:14][C:13]([CH3:17])=[CH:12][C:11]=2[CH3:18])=[N:5][C:6]([CH3:8])=[CH:7][C:2]=1[Cl:1])[C:21]([O:28][CH3:29])=[O:27].